From a dataset of Reaction yield outcomes from USPTO patents with 853,638 reactions. Predict the reaction yield, written as a fraction of the theoretical maximum amount of product (1.0 means a 100% yield; for example, 0.34 means a 34% yield). (1) The reactants are Br[C:2]1[N:10]([CH2:11][C:12]2[CH:17]=[CH:16][C:15]([O:18][CH3:19])=[CH:14][CH:13]=2)[C:9]2[C:8](=[O:20])[N:7]3[C:21]([CH3:24])=[N:22][N:23]=[C:6]3[N:5]([CH2:25][CH2:26][CH2:27][CH2:28][CH3:29])[C:4]=2[N:3]=1.C([Sn](CCCC)(CCCC)[C:35]1[S:36][CH:37]=[CH:38][N:39]=1)CCC. The catalyst is C1(C)C=CC=CC=1.C1C=CC([P]([Pd]([P](C2C=CC=CC=2)(C2C=CC=CC=2)C2C=CC=CC=2)([P](C2C=CC=CC=2)(C2C=CC=CC=2)C2C=CC=CC=2)[P](C2C=CC=CC=2)(C2C=CC=CC=2)C2C=CC=CC=2)(C2C=CC=CC=2)C2C=CC=CC=2)=CC=1. The product is [CH3:19][O:18][C:15]1[CH:16]=[CH:17][C:12]([CH2:11][N:10]2[C:9]3[C:8](=[O:20])[N:7]4[C:21]([CH3:24])=[N:22][N:23]=[C:6]4[N:5]([CH2:25][CH2:26][CH2:27][CH2:28][CH3:29])[C:4]=3[N:3]=[C:2]2[C:35]2[S:36][CH:37]=[CH:38][N:39]=2)=[CH:13][CH:14]=1. The yield is 0.790. (2) The reactants are Br[CH2:2][CH2:3][O:4][C:5]1[CH:10]=[CH:9][C:8]([C:11]2[N:12]([CH2:24][CH3:25])[C:13]3[C:18]([C:19]=2[C:20]#[N:21])=[CH:17][CH:16]=[C:15]([O:22][CH3:23])[CH:14]=3)=[CH:7][CH:6]=1.[NH:26]1[CH2:31][CH2:30][O:29][CH2:28][CH2:27]1. The catalyst is C(#N)C. The product is [CH2:24]([N:12]1[C:13]2[C:18](=[CH:17][CH:16]=[C:15]([O:22][CH3:23])[CH:14]=2)[C:19]([C:20]#[N:21])=[C:11]1[C:8]1[CH:9]=[CH:10][C:5]([O:4][CH2:3][CH2:2][N:26]2[CH2:31][CH2:30][O:29][CH2:28][CH2:27]2)=[CH:6][CH:7]=1)[CH3:25]. The yield is 0.960.